Predict which catalyst facilitates the given reaction. From a dataset of Catalyst prediction with 721,799 reactions and 888 catalyst types from USPTO. (1) Reactant: [C:1]1([OH:11])[C:10]2[CH2:9][CH2:8][CH2:7][CH2:6][C:5]=2[CH:4]=[CH:3][CH:2]=1.[Br:12][C:13]1[C:14]([CH3:23])=[C:15]([N+:20]([O-:22])=[O:21])[C:16](Cl)=[N:17][CH:18]=1.C(=O)([O-])[O-].[K+].[K+]. Product: [Br:12][C:13]1[C:14]([CH3:23])=[C:15]([N+:20]([O-:22])=[O:21])[C:16]([O:11][C:1]2[C:10]3[CH2:9][CH2:8][CH2:7][CH2:6][C:5]=3[CH:4]=[CH:3][CH:2]=2)=[N:17][CH:18]=1. The catalyst class is: 18. (2) Product: [OH:29][CH2:31][CH2:32][O:33][C:34]1[CH:11]=[CH:10][C:9]([C:21]2[CH:22]=[C:23]([OH:28])[CH:24]=[C:25]([C:9]3[CH:10]=[CH:11][C:12]([O:13][CH2:14][CH2:15][OH:16])=[CH:17][CH:18]=3)[CH:26]=2)=[CH:18][CH:35]=1. The catalyst class is: 1. Reactant: CC1(C)C(C)(C)OB([C:9]2[CH:18]=[CH:17][C:12]([O:13][CH2:14][CH2:15][OH:16])=[CH:11][CH:10]=2)O1.Br[C:21]1[CH:22]=[C:23]([OH:28])[CH:24]=[C:25](Br)[CH:26]=1.[OH2:29].Cl.[CH3:31][CH2:32][O:33][CH2:34][CH3:35]. (3) Reactant: [O:1]=[C:2]1[C:11]([CH:12]2[CH2:17][CH2:16][N:15]([C:18]([O:20][C@H:21]([CH2:36][C:37]3[CH:45]=[C:44]([CH3:46])[C:43]4[C:39](=[CH:40][N:41](COCC[Si](C)(C)C)[N:42]=4)[CH:38]=3)[C:22](=[O:35])[N:23]3[CH2:28][CH2:27][CH:26]([N:29]4[CH2:34][CH2:33][CH2:32][CH2:31][CH2:30]4)[CH2:25][CH2:24]3)=[O:19])[CH2:14][CH2:13]2)=[CH:10][C:9]2[C:4](=[CH:5][CH:6]=[CH:7][CH:8]=2)[NH:3]1. Product: [O:1]=[C:2]1[C:11]([CH:12]2[CH2:13][CH2:14][N:15]([C:18]([O:20][C@H:21]([CH2:36][C:37]3[CH:38]=[C:39]4[C:43](=[C:44]([CH3:46])[CH:45]=3)[NH:42][N:41]=[CH:40]4)[C:22](=[O:35])[N:23]3[CH2:24][CH2:25][CH:26]([N:29]4[CH2:30][CH2:31][CH2:32][CH2:33][CH2:34]4)[CH2:27][CH2:28]3)=[O:19])[CH2:16][CH2:17]2)=[CH:10][C:9]2[C:4](=[CH:5][CH:6]=[CH:7][CH:8]=2)[NH:3]1. The catalyst class is: 55. (4) Reactant: [H-].C([Al+]CC(C)C)C(C)C.C[O:12][C:13](=O)[C:14]1[CH:19]=[CH:18][C:17]([Cl:20])=[CH:16][C:15]=1[Br:21]. Product: [Br:21][C:15]1[CH:16]=[C:17]([Cl:20])[CH:18]=[CH:19][C:14]=1[CH2:13][OH:12]. The catalyst class is: 11. (5) Reactant: [C:1]([Cl:4])([Cl:3])=[CH2:2].N(OC(C)(C)C)=O.[Br:12][C:13]1[C:14]([F:21])=[CH:15][C:16]([CH3:20])=[C:17](N)[CH:18]=1.[ClH:22]. Product: [Br:12][C:13]1[CH:18]=[C:17]([CH2:2][C:1]([Cl:22])([Cl:4])[Cl:3])[C:16]([CH3:20])=[CH:15][C:14]=1[F:21]. The catalyst class is: 879. (6) Reactant: [Cl:1][C:2]1[C:3]([C:9]2[C:18]([OH:19])=[N:17][C:12]3=[N:13][CH:14]=[CH:15][N:16]=[C:11]3[C:10]=2[OH:20])=[N:4][CH:5]=[C:6]([Cl:8])[CH:7]=1.N1C=CC=CC=1.[C:27](Cl)(=[O:31])[CH:28]([CH3:30])[CH3:29].O. Product: [Cl:1][C:2]1[C:3]([C:9]2[C:18](=[O:19])[NH:17][C:12]3=[N:13][CH:14]=[CH:15][N:16]=[C:11]3[C:10]=2[O:20][C:27](=[O:31])[CH:28]([CH3:30])[CH3:29])=[N:4][CH:5]=[C:6]([Cl:8])[CH:7]=1. The catalyst class is: 4. (7) Product: [Br:1][C:2]1[CH:20]=[C:19]([O:21][CH3:22])[CH:18]=[CH:17][C:3]=1[O:4]/[C:5](=[CH:11]\[C:12]([OH:14])=[O:13])/[C:6]([OH:8])=[O:7]. Reactant: [Br:1][C:2]1[CH:20]=[C:19]([O:21][CH3:22])[CH:18]=[CH:17][C:3]=1[O:4]/[C:5](=[CH:11]\[C:12]([O:14]CC)=[O:13])/[C:6]([O:8]CC)=[O:7].[OH-].[Na+]. The catalyst class is: 40. (8) Reactant: C([O:3][C:4](=[O:42])[CH2:5][CH2:6][NH:7][C:8](=[O:41])[C:9]1[CH:14]=[CH:13][C:12]([CH:15]([NH:26][C:27]([NH:29][C:30]2[CH:35]=[CH:34][C:33]([O:36][C:37]([F:40])([F:39])[F:38])=[CH:32][CH:31]=2)=[O:28])[C@H:16]2[CH2:21][CH2:20][C@@H:19]([C:22]([CH3:25])([CH3:24])[CH3:23])[CH2:18][CH2:17]2)=[CH:11][CH:10]=1)C.[OH-].[Na+]. Product: [C:22]([C@@H:19]1[CH2:20][CH2:21][C@H:16]([CH:15]([NH:26][C:27]([NH:29][C:30]2[CH:31]=[CH:32][C:33]([O:36][C:37]([F:38])([F:39])[F:40])=[CH:34][CH:35]=2)=[O:28])[C:12]2[CH:13]=[CH:14][C:9]([C:8]([NH:7][CH2:6][CH2:5][C:4]([OH:42])=[O:3])=[O:41])=[CH:10][CH:11]=2)[CH2:17][CH2:18]1)([CH3:25])([CH3:23])[CH3:24]. The catalyst class is: 8.